This data is from Reaction yield outcomes from USPTO patents with 853,638 reactions. The task is: Predict the reaction yield, written as a fraction of the theoretical maximum amount of product (1.0 means a 100% yield; for example, 0.34 means a 34% yield). (1) The reactants are C([O-])([O-])=O.[Na+].[Na+].C(O)C.Br[C:11]1[CH:20]=[C:19]2[C:14]([CH2:15][CH2:16][NH:17][C:18]2=[O:21])=[CH:13][CH:12]=1.[F:22][C:23]1[CH:28]=[CH:27][C:26](B(O)O)=[CH:25][CH:24]=1. The catalyst is CCCCCC.C1C=CC([P]([Pd]([P](C2C=CC=CC=2)(C2C=CC=CC=2)C2C=CC=CC=2)([P](C2C=CC=CC=2)(C2C=CC=CC=2)C2C=CC=CC=2)[P](C2C=CC=CC=2)(C2C=CC=CC=2)C2C=CC=CC=2)(C2C=CC=CC=2)C2C=CC=CC=2)=CC=1.C(OC(=O)C)C.C1(C)C=CC=CC=1. The product is [F:22][C:23]1[CH:28]=[CH:27][C:26]([C:11]2[CH:20]=[C:19]3[C:14]([CH2:15][CH2:16][NH:17][C:18]3=[O:21])=[CH:13][CH:12]=2)=[CH:25][CH:24]=1. The yield is 0.947. (2) The reactants are Cl[C:2]1[C:23]([O:24][CH3:25])=[CH:22][C:5]([C:6]([NH:8][S:9]([C:12]2[CH:17]=[CH:16][CH:15]=[CH:14][C:13]=2[S:18](=[O:21])(=[O:20])[NH2:19])(=[O:11])=[O:10])=[O:7])=[CH:4][N:3]=1.[C:26]([CH:28]1[CH2:33][CH2:32][CH2:31][CH2:30][CH2:29]1)#[CH:27]. No catalyst specified. The product is [CH:28]1([C:26]#[C:27][C:2]2[C:23]([O:24][CH3:25])=[CH:22][C:5]([C:6]([NH:8][S:9]([C:12]3[CH:17]=[CH:16][CH:15]=[CH:14][C:13]=3[S:18](=[O:21])(=[O:20])[NH2:19])(=[O:11])=[O:10])=[O:7])=[CH:4][N:3]=2)[CH2:33][CH2:32][CH2:31][CH2:30][CH2:29]1. The yield is 0.110. (3) The reactants are Cl.[CH:2]1([N:5]2[CH2:10][C:9]3([CH2:15][CH2:14][NH:13][CH2:12][CH2:11]3)[O:8][CH2:7][C:6]2=[O:16])[CH2:4][CH2:3]1.C(N(CC)CC)C.[Br:24][C:25]1[CH:30]=[CH:29][C:28]([S:31](Cl)(=[O:33])=[O:32])=[C:27]([F:35])[CH:26]=1. The catalyst is ClCCl. The product is [Br:24][C:25]1[CH:30]=[CH:29][C:28]([S:31]([N:13]2[CH2:12][CH2:11][C:9]3([O:8][CH2:7][C:6](=[O:16])[N:5]([CH:2]4[CH2:4][CH2:3]4)[CH2:10]3)[CH2:15][CH2:14]2)(=[O:32])=[O:33])=[C:27]([F:35])[CH:26]=1. The yield is 0.830. (4) The reactants are [CH2:1]([N:3]1[CH2:7][CH2:6][CH2:5][CH:4]1[CH2:8][O:9][C:10]1[CH:11]=[C:12]2[C:17](=[CH:18][CH:19]=1)[CH:16]=[C:15]([C:20]1[C:28]3[C:23](=[CH:24][CH:25]=[C:26]([C:29]#[N:30])[CH:27]=3)[N:22](C3CCCCO3)[N:21]=1)[CH:14]=[CH:13]2)[CH3:2].[OH-].[K+].F[P-](F)(F)(F)(F)F.N1([O:55]C(N(C)C)=[N+](C)C)C2C=CC=CC=2N=N1.O.ON1C2C=CC=CC=2N=N1.C(N(CC)CC)C.[C:81](N)([CH3:84])([CH3:83])[CH3:82]. The catalyst is C(O)C.O. The yield is 0.640. The product is [C:81]([NH:30][C:29]([C:26]1[CH:27]=[C:28]2[C:23](=[CH:24][CH:25]=1)[NH:22][N:21]=[C:20]2[C:15]1[CH:14]=[CH:13][C:12]2[C:17](=[CH:18][CH:19]=[C:10]([O:9][CH2:8][CH:4]3[CH2:5][CH2:6][CH2:7][N:3]3[CH2:1][CH3:2])[CH:11]=2)[CH:16]=1)=[O:55])([CH3:84])([CH3:83])[CH3:82]. (5) The reactants are [N+:1]([C:4]1[CH:5]=[CH:6][C:7]2[CH2:13][CH2:12][CH2:11][CH2:10][N:9]([C:14](=[O:16])[CH3:15])[C:8]=2[CH:17]=1)([O-])=O. The catalyst is CCO.[Pd]. The product is [NH2:1][C:4]1[CH:5]=[CH:6][C:7]2[CH2:13][CH2:12][CH2:11][CH2:10][N:9]([C:14](=[O:16])[CH3:15])[C:8]=2[CH:17]=1. The yield is 0.900. (6) The reactants are [S:1]1[CH:5]=[CH:4][CH:3]=[C:2]1[C:6]([OH:8])=[O:7].[Li+].[CH3:10]C([N-]C(C)C)C.[CH:17](=[O:22])[CH2:18][CH:19]([CH3:21])[CH3:20].O. The catalyst is C1COCC1.C(Cl)Cl. The product is [OH:22][CH:17]([C:5]1[S:1][C:2]([C:6]([O:8][CH3:10])=[O:7])=[CH:3][CH:4]=1)[CH2:18][CH:19]([CH3:21])[CH3:20]. The yield is 0.370. (7) The reactants are [CH2:1]([C:3]1[C:4]([C:18](OCC)=[O:19])=[N:5][N:6]([C:12]2[CH:17]=[CH:16][CH:15]=[CH:14][CH:13]=2)[C:7]=1[CH2:8][CH:9]([CH3:11])[CH3:10])[CH3:2].[H-].C([Al+]CC(C)C)C(C)C.CO.Cl. The catalyst is ClCCl.O. The product is [CH2:1]([C:3]1[C:4]([CH:18]=[O:19])=[N:5][N:6]([C:12]2[CH:17]=[CH:16][CH:15]=[CH:14][CH:13]=2)[C:7]=1[CH2:8][CH:9]([CH3:11])[CH3:10])[CH3:2]. The yield is 0.858. (8) The reactants are [CH3:1]OC(=O)C1C=CC(N(CC2C=CC=CC=2)S(C2C=CC(OC)=CC=2)(=O)=O)=CC=1.N1[CH:35]=[CH:34][CH:33]=[CH:32][C:31]=1[CH2:36][NH:37][CH2:38][C:39]1[CH:46]=[CH:45][C:42]([C:43]#[N:44])=[CH:41][CH:40]=1.[F:47][C:48]1[CH:53]=[C:52]([Cl:54])[C:51]([CH3:55])=[CH:50][C:49]=1[S:56](Cl)(=[O:58])=[O:57]. The yield is 0.730. The product is [CH2:36]([N:37]([CH2:38][C:39]1[CH:46]=[CH:45][C:42]([C:43]#[N:44])=[CH:41][CH:40]=1)[S:56]([C:49]1[CH:50]=[C:51]([CH3:55])[C:52]([Cl:54])=[CH:53][C:48]=1[F:47])(=[O:58])=[O:57])[C:31]1[CH:1]=[CH:35][CH:34]=[CH:33][CH:32]=1. No catalyst specified. (9) The reactants are [N:1]1[CH:6]=[CH:5][C:4]([N:7]2[CH2:12][CH2:11][CH:10]([O:13][C:14]3[CH:20]=[CH:19][C:17]([NH2:18])=[CH:16][CH:15]=3)[CH2:9][CH2:8]2)=[CH:3][CH:2]=1.[C:21]1([CH3:31])[CH:26]=[CH:25][C:24]([S:27]([Cl:30])(=[O:29])=[O:28])=[CH:23][CH:22]=1. No catalyst specified. The product is [ClH:30].[N:1]1[CH:6]=[CH:5][C:4]([N:7]2[CH2:12][CH2:11][CH:10]([O:13][C:14]3[CH:20]=[CH:19][C:17]([NH:18][S:27]([C:24]4[CH:25]=[CH:26][C:21]([CH3:31])=[CH:22][CH:23]=4)(=[O:29])=[O:28])=[CH:16][CH:15]=3)[CH2:9][CH2:8]2)=[CH:3][CH:2]=1. The yield is 0.540.